Task: Predict the product of the given reaction.. Dataset: Forward reaction prediction with 1.9M reactions from USPTO patents (1976-2016) Given the reactants Cl[CH2:2][C:3](=[O:5])[CH3:4].[Br:6][C:7]1[CH:12]=[CH:11][C:10]([NH:13]C(=O)C(F)(F)F)=[C:9](OC)[CH:8]=1.[C:22](=[O:25])([O-])[O-].[Cs+].[Cs+].[I-].[K+], predict the reaction product. The product is: [Br:6][C:7]1[CH:12]=[CH:11][C:10]([NH:13][CH2:2][C:3](=[O:5])[CH3:4])=[C:9]([O:25][CH3:22])[CH:8]=1.